From a dataset of Forward reaction prediction with 1.9M reactions from USPTO patents (1976-2016). Predict the product of the given reaction. (1) Given the reactants [NH:1]1[CH2:6][CH2:5][CH:4]([N:7]2[C:15]3[C:10](=[CH:11][CH:12]=[C:13]([C:16]([NH:18][CH3:19])=[O:17])[CH:14]=3)[CH:9]=[CH:8]2)[CH2:3][CH2:2]1.[CH3:20][O:21][C:22]1[CH:32]=[CH:31][C:25]([C:26]([N:28]([CH3:30])[CH3:29])=[O:27])=[CH:24][C:23]=1[CH2:33][CH:34]=O.C(O[BH-](OC(=O)C)OC(=O)C)(=O)C.[Na+].C(=O)(O)[O-].[Na+], predict the reaction product. The product is: [CH3:30][N:28]([CH3:29])[C:26]([C:25]1[CH:31]=[CH:32][C:22]([O:21][CH3:20])=[C:23]([CH2:33][CH2:34][N:1]2[CH2:2][CH2:3][CH:4]([N:7]3[C:15]4[C:10](=[CH:11][CH:12]=[C:13]([C:16]([NH:18][CH3:19])=[O:17])[CH:14]=4)[CH:9]=[CH:8]3)[CH2:5][CH2:6]2)[CH:24]=1)=[O:27]. (2) Given the reactants [C:1]1([OH:12])([C:6]2([OH:11])[CH2:10][CH2:9][CH2:8][CH2:7]2)[CH2:5][CH2:4][CH2:3][CH2:2]1.[B:13](OC)(OC)[O:14][CH3:15], predict the reaction product. The product is: [CH3:15][O:14][B:13]1[O:11][C:6]2([CH2:10][CH2:9][CH2:8][CH2:7]2)[C:1]2([CH2:2][CH2:3][CH2:4][CH2:5]2)[O:12]1. (3) Given the reactants [CH3:1][O:2][CH2:3][CH:4]([N:6]1[CH2:14][C:13]2[C:8](=[CH:9][CH:10]=[CH:11][C:12]=2[N+:15]([O-])=O)[C:7]1=[O:18])[CH3:5].[H][H], predict the reaction product. The product is: [NH2:15][C:12]1[CH:11]=[CH:10][CH:9]=[C:8]2[C:13]=1[CH2:14][N:6]([CH:4]([CH3:5])[CH2:3][O:2][CH3:1])[C:7]2=[O:18]. (4) Given the reactants [CH3:1][O:2][C:3]1[CH:22]=[CH:21][C:6]([C:7]([C:9]2[C:18](=[O:19])[C:17]3[C:12](=[CH:13][CH:14]=[C:15]([CH3:20])[N:16]=3)[NH:11][CH:10]=2)=[O:8])=[CH:5][C:4]=1[CH3:23].Br[CH2:25][C:26]1[CH:31]=[CH:30][CH:29]=[C:28]([CH3:32])[N:27]=1, predict the reaction product. The product is: [CH3:1][O:2][C:3]1[CH:22]=[CH:21][C:6]([C:7]([C:9]2[C:18](=[O:19])[C:17]3[C:12](=[CH:13][CH:14]=[C:15]([CH3:20])[N:16]=3)[N:11]([CH2:25][C:26]3[CH:31]=[CH:30][CH:29]=[C:28]([CH3:32])[N:27]=3)[CH:10]=2)=[O:8])=[CH:5][C:4]=1[CH3:23]. (5) Given the reactants Br[C:2]1[CH:7]=[CH:6][CH:5]=[C:4](Br)[C:3]=1[C:9]1[NH:10][C:11]2[C:12]([N:31]=1)=[C:13]1[C:18](=[C:19]3[CH:24]=[CH:23][CH:22]=[CH:21][C:20]=23)[N:17]=[C:16]([C:25]2[CH:30]=[CH:29][CH:28]=[CH:27][CH:26]=2)[CH:15]=[CH:14]1.BrC1C=CC=C(Br)C=1[C:40]1[NH:41]C2C(N=1)=C1C(=C3C=CC=CC=23)N=CC=C1.[C:57]([Cu])#[N:58], predict the reaction product. The product is: [C:25]1([C:16]2[CH:15]=[CH:14][C:13]3[C:18](=[C:19]4[CH:24]=[CH:23][CH:22]=[CH:21][C:20]4=[C:11]4[NH:10][C:9]([C:3]5[C:4]([C:57]#[N:58])=[CH:5][CH:6]=[CH:7][C:2]=5[C:40]#[N:41])=[N:31][C:12]4=3)[N:17]=2)[CH:26]=[CH:27][CH:28]=[CH:29][CH:30]=1. (6) Given the reactants [CH3:1][C:2]([O:4][CH2:5][CH:6]1[O:11][CH:10](Br)[CH:9]([O:13][C:14]([CH3:16])=[O:15])[CH:8]([O:17][C:18]([CH3:20])=[O:19])[CH:7]1[O:21][C:22]([CH3:24])=[O:23])=[O:3].[CH3:25][S:26](=[S:29])([O-:28])=[O:27].[Na+], predict the reaction product. The product is: [CH3:25][S:26](=[S:29])([O:28][C@@H:10]1[O:11][C@H:6]([CH2:5][O:4][C:2](=[O:3])[CH3:1])[C@H:7]([O:21][C:22](=[O:23])[CH3:24])[C@H:8]([O:17][C:18](=[O:19])[CH3:20])[C@H:9]1[O:13][C:14](=[O:15])[CH3:16])=[O:27].